Dataset: Full USPTO retrosynthesis dataset with 1.9M reactions from patents (1976-2016). Task: Predict the reactants needed to synthesize the given product. (1) Given the product [C:35]([C:34]1[CH:37]=[CH:38][C:31]([NH:30][C:2]2[CH:11]=[C:10]([NH:12][C@@H:13]([C:18]3[CH:23]=[CH:22][CH:21]=[CH:20][CH:19]=3)[C@H:14]([OH:17])[CH2:15][OH:16])[C:5]([C:6]([NH:8][CH3:9])=[O:7])=[CH:4][N:3]=2)=[N:32][CH:33]=1)#[N:36], predict the reactants needed to synthesize it. The reactants are: Cl[C:2]1[CH:11]=[C:10]([NH:12][C@@H:13]([C:18]2[CH:23]=[CH:22][CH:21]=[CH:20][CH:19]=2)[C@H:14]([OH:17])[CH2:15][OH:16])[C:5]([C:6]([NH:8][CH3:9])=[O:7])=[CH:4][N:3]=1.C([O-])([O-])=O.[Cs+].[Cs+].[NH2:30][C:31]1[CH:38]=[CH:37][C:34]([C:35]#[N:36])=[CH:33][N:32]=1.CC1(C)C2C(=C(P(C3C=CC=CC=3)C3C=CC=CC=3)C=CC=2)OC2C(P(C3C=CC=CC=3)C3C=CC=CC=3)=CC=CC1=2. (2) Given the product [C:1]([O-:12])(=[O:11])[CH2:2][CH2:3][CH2:4][CH2:5][CH2:6][CH2:7][CH2:8][CH2:9][CH3:10].[K+:14], predict the reactants needed to synthesize it. The reactants are: [C:1]([OH:12])(=[O:11])[CH2:2][CH2:3][CH2:4][CH2:5][CH2:6][CH2:7][CH2:8][CH2:9][CH3:10].[OH-].[K+:14]. (3) Given the product [CH3:1][O:2][C:3]1[CH:8]=[CH:7][C:6]([C:9]#[C:10][CH2:11][C@H:12]([C:14]2[CH:19]=[CH:18][CH:17]=[CH:16][CH:15]=2)[O:13][CH2:25][C:24]#[CH:23])=[C:5]([CH3:20])[CH:4]=1, predict the reactants needed to synthesize it. The reactants are: [CH3:1][O:2][C:3]1[CH:8]=[CH:7][C:6]([C:9]#[C:10][CH2:11][C@H:12]([C:14]2[CH:19]=[CH:18][CH:17]=[CH:16][CH:15]=2)[OH:13])=[C:5]([CH3:20])[CH:4]=1.[H-].[Na+].[CH2:23](Br)[C:24]#[CH:25]. (4) Given the product [F:19][C:16]1[CH:17]=[CH:18][C:13]([O:12][C:8]2[CH:7]=[CH:6][CH:5]=[C:4]3[C:9]=2[CH:10]=[CH:11][C:2]([NH:25][CH2:24][C:23]2[CH:26]=[CH:27][CH:28]=[CH:29][C:22]=2[O:21][CH3:20])=[N:3]3)=[CH:14][CH:15]=1, predict the reactants needed to synthesize it. The reactants are: Cl[C:2]1[CH:11]=[CH:10][C:9]2[C:4](=[CH:5][CH:6]=[CH:7][C:8]=2[O:12][C:13]2[CH:18]=[CH:17][C:16]([F:19])=[CH:15][CH:14]=2)[N:3]=1.[CH3:20][O:21][C:22]1[CH:29]=[CH:28][CH:27]=[CH:26][C:23]=1[CH2:24][NH2:25]. (5) Given the product [CH2:1]([O:3][C:4]([C:6]1[NH:7][C:8]2[C:13]([CH:14]=1)=[CH:12][C:11]([C:21]1[CH:22]=[CH:23][C:18]([C:17]([F:28])([F:27])[F:16])=[CH:19][CH:20]=1)=[CH:10][CH:9]=2)=[O:5])[CH3:2], predict the reactants needed to synthesize it. The reactants are: [CH2:1]([O:3][C:4]([C:6]1[NH:7][C:8]2[C:13]([CH:14]=1)=[CH:12][C:11](Br)=[CH:10][CH:9]=2)=[O:5])[CH3:2].[F:16][C:17]([F:28])([F:27])[C:18]1[CH:23]=[CH:22][C:21](B(O)O)=[CH:20][CH:19]=1.[O-]P([O-])([O-])=O.[K+].[K+].[K+].C1(C)C=CC=CC=1P(C1C=CC=CC=1C)C1C=CC=CC=1C.C([O-])(O)=O.[Na+]. (6) The reactants are: [CH2:1]([O:8][C:9]1[C:10](=[O:29])[CH:11]=[C:12]([CH2:17][NH:18][S:19]([C:22]2[CH:27]=[CH:26][C:25]([CH3:28])=[CH:24][CH:23]=2)(=[O:21])=[O:20])[O:13][C:14]=1[CH:15]=[O:16])[C:2]1[CH:7]=[CH:6][CH:5]=[CH:4][CH:3]=1.C1(S(C(N)C2OC(C(O)=O)=C(OCC3C=CC=CC=3)C(=O)C=2)(=O)=[O:37])C=CC=CC=1. Given the product [CH2:1]([O:8][C:9]1[C:10](=[O:29])[CH:11]=[C:12]([CH2:17][NH:18][S:19]([C:22]2[CH:23]=[CH:24][C:25]([CH3:28])=[CH:26][CH:27]=2)(=[O:21])=[O:20])[O:13][C:14]=1[C:15]([OH:37])=[O:16])[C:2]1[CH:3]=[CH:4][CH:5]=[CH:6][CH:7]=1, predict the reactants needed to synthesize it. (7) Given the product [ClH:18].[F:1][C:2]1[CH:3]=[CH:4][C:5]([C@@H:8]([NH2:10])[CH3:9])=[N:6][CH:7]=1, predict the reactants needed to synthesize it. The reactants are: [F:1][C:2]1[CH:3]=[CH:4][C:5]([C@@H:8]([NH:10]C(=O)OC(C)(C)C)[CH3:9])=[N:6][CH:7]=1.[ClH:18].O1CCOCC1.